This data is from Full USPTO retrosynthesis dataset with 1.9M reactions from patents (1976-2016). The task is: Predict the reactants needed to synthesize the given product. (1) Given the product [CH2:16]([O:20][C:21]([N:23]1[CH2:24][CH2:25][N:26]([C:29](=[O:32])[CH2:30][NH:31][C:13]([C:4]2[CH:3]=[C:2]([OH:1])[C:11]3[C:6](=[CH:7][C:8]([CH3:12])=[CH:9][CH:10]=3)[N:5]=2)=[O:15])[CH2:27][CH2:28]1)=[O:22])[CH2:17][CH2:18][CH3:19], predict the reactants needed to synthesize it. The reactants are: [OH:1][C:2]1[C:11]2[C:6](=[CH:7][C:8]([CH3:12])=[CH:9][CH:10]=2)[N:5]=[C:4]([C:13]([OH:15])=O)[CH:3]=1.[CH2:16]([O:20][C:21]([N:23]1[CH2:28][CH2:27][N:26]([C:29](=[O:32])[CH2:30][NH2:31])[CH2:25][CH2:24]1)=[O:22])[CH2:17][CH2:18][CH3:19].C1C=CC2N(O)N=NC=2C=1.C(Cl)CCl. (2) Given the product [Cl:1][C:2]1[CH:15]=[CH:14][C:5]([O:6][C:7]2[C:11]([CH3:12])=[N:17][NH:18][C:8]=2[CH3:9])=[CH:4][CH:3]=1, predict the reactants needed to synthesize it. The reactants are: [Cl:1][C:2]1[CH:15]=[CH:14][C:5]([O:6][CH:7]([C:11](=O)[CH3:12])[C:8](=O)[CH3:9])=[CH:4][CH:3]=1.O.[NH2:17][NH2:18].C(O)(=O)C. (3) The reactants are: [NH2:1][C:2]1[C:7]([C:8]#[N:9])=[C:6](Cl)[N:5]=[C:4]([C:11]([NH:13][CH2:14][CH:15]2[CH2:20][CH2:19][N:18]([CH2:21][C:22]3[S:26][C:25]([C:27]4[CH:32]=[CH:31][CH:30]=[CH:29][C:28]=4[F:33])=[N:24][CH:23]=3)[CH2:17][CH2:16]2)=[O:12])[CH:3]=1.[CH:34]([OH:37])([CH3:36])[CH3:35]. Given the product [NH2:1][C:2]1[C:7]([C:8]#[N:9])=[C:6]([O:37][CH:34]([CH3:36])[CH3:35])[N:5]=[C:4]([C:11]([NH:13][CH2:14][CH:15]2[CH2:20][CH2:19][N:18]([CH2:21][C:22]3[S:26][C:25]([C:27]4[CH:32]=[CH:31][CH:30]=[CH:29][C:28]=4[F:33])=[N:24][CH:23]=3)[CH2:17][CH2:16]2)=[O:12])[CH:3]=1, predict the reactants needed to synthesize it. (4) Given the product [NH2:1][C:2]1[C:3]2[C:11](=[O:12])[CH:10]=[CH:9][N:8]([CH2:37][C:26]3[C:27]([C:30]4[CH:35]=[CH:34][CH:33]=[CH:32][C:31]=4[Cl:36])=[N:28][C:29]4[C:24]([CH:25]=3)=[CH:23][CH:22]=[CH:21][C:20]=4[Cl:19])[C:4]=2[N:5]=[CH:6][N:7]=1, predict the reactants needed to synthesize it. The reactants are: [NH2:1][C:2]1[C:3]2[C:11](=[O:12])[CH:10]=[CH:9][NH:8][C:4]=2[N:5]=[CH:6][N:7]=1.C([O-])([O-])=O.[Cs+].[Cs+].[Cl:19][C:20]1[CH:21]=[CH:22][CH:23]=[C:24]2[C:29]=1[N:28]=[C:27]([C:30]1[CH:35]=[CH:34][CH:33]=[CH:32][C:31]=1[Cl:36])[C:26]([CH2:37]Cl)=[CH:25]2. (5) Given the product [C:1]([O:5][C:6](=[O:27])[NH:7][CH2:8][C:9]1[C:14]([C:15]2[CH:20]=[CH:19][C:18]([Cl:21])=[CH:17][C:16]=2[Cl:22])=[CH:13][N:12]2[C:23]([NH:26][C:40]([CH:35]3[CH2:34][CH2:36][O:65][CH2:64][CH2:66]3)=[O:44])=[CH:24][N:25]=[C:11]2[CH:10]=1)([CH3:4])([CH3:2])[CH3:3], predict the reactants needed to synthesize it. The reactants are: [C:1]([O:5][C:6](=[O:27])[NH:7][CH2:8][C:9]1[C:14]([C:15]2[CH:20]=[CH:19][C:18]([Cl:21])=[CH:17][C:16]=2[Cl:22])=[CH:13][N:12]2[C:23]([NH2:26])=[CH:24][N:25]=[C:11]2[CH:10]=1)([CH3:4])([CH3:3])[CH3:2].CCN([CH:34]([CH3:36])[CH3:35])C(C)C.CN([C:40]([O:44]N1N=NC2C=CC=NC1=2)=[N+](C)C)C.F[P-](F)(F)(F)(F)F.CCO[C:64]([CH3:66])=[O:65]. (6) The reactants are: [NH2:1][C:2]1[N:7]=[CH:6][C:5]([C:8]#N)=[CH:4][C:3]=1[CH3:10].[OH-:11].[Na+].[OH2:13]. Given the product [NH2:1][C:2]1[N:7]=[CH:6][C:5]([C:8]([OH:13])=[O:11])=[CH:4][C:3]=1[CH3:10], predict the reactants needed to synthesize it. (7) Given the product [Cl:1][C:2]1[C:3]([N:8]2[C:12]([C:13]([O:15][CH2:16][CH3:17])=[O:14])=[CH:11][C:10]([O:18][CH2:34][C:35]([F:38])([F:37])[F:36])=[N:9]2)=[N:4][CH:5]=[CH:6][CH:7]=1, predict the reactants needed to synthesize it. The reactants are: [Cl:1][C:2]1[C:3]([N:8]2[C:12]([C:13]([O:15][CH2:16][CH3:17])=[O:14])=[CH:11][C:10](=[O:18])[NH:9]2)=[N:4][CH:5]=[CH:6][CH:7]=1.C(#N)C.C(=O)([O-])[O-].[K+].[K+].FC(F)(F)S(O[CH2:34][C:35]([F:38])([F:37])[F:36])(=O)=O.